From a dataset of Experimentally validated miRNA-target interactions with 360,000+ pairs, plus equal number of negative samples. Binary Classification. Given a miRNA mature sequence and a target amino acid sequence, predict their likelihood of interaction. (1) The miRNA is hsa-miR-5787 with sequence GGGCUGGGGCGCGGGGAGGU. The protein sequence of the target gene is MGSVTSKTNDELESFLNKRLGGSMTSSNKTVSVLLGAQWGDEGKGKIIDYLIENHKINVTARCQGGNNAGHTVVANGRKYDFHILPSGIISPTCFNVIGNGVVVNLDAFFSELAHNGILEESGWEKRIMISSEAHLVFGVHSQVDGRQEDSLAAKNKIGTTNRGIGPTYSSKCFRNGIRVADLMADFEEFSEKYRRLVEHYKKQFPSIEVNVDEELAKFKQHREKLAELKLVGDTVGFIHEQRNAGKQVLVEGANGALLDIDFGTYPYVTSSNSTVGGACTGIGVPPTAVGNVIGVVKAY.... Result: 0 (no interaction). (2) The miRNA is hsa-miR-555 with sequence AGGGUAAGCUGAACCUCUGAU. The protein sequence of the target gene is MSRQLNIKSSGDKGNFSVHSAVVPRKAVGSLASYCAAGRGAGAGFGSRSLYSLGGNRRISFNVAGGGVRAGGYGFRPGSGYGGGRASGFAGSMFGSVALGPACLSVCPPGGIHQVTVNKSLLAPLNVELDPEIQKVRAQEREQIKVLNDKFASFIDKVRFLEQQNQVLETKWELLQQLDLNNCKKNLEPILEGYISNLRKQLETLSGDRVRLDSELRSMRDLVEDYKKRYEVEINRRTTAENEFVVLKKDADAAYAVKVELQAKVDSLDKEIKFLKCLYDAEIAQIQTHASETSVILSMD.... Result: 0 (no interaction). (3) The miRNA is hsa-miR-548ap-3p with sequence AAAAACCACAAUUACUUUU. The protein sequence of the target gene is MSKNTVSSARFRKVDVDEYDENKFVDEEDGGDGQAGPDEGEVDSCLRQGNMTAALQAALKNPPINTKSQAVKDRAGSIVLKVLISFKANDIEKAVQSLDKNGVDLLMKYIYKGFESPSDNSSAVLLQWHEKALAAGGVGSIVRVLTARKTV. Result: 0 (no interaction).